Dataset: Forward reaction prediction with 1.9M reactions from USPTO patents (1976-2016). Task: Predict the product of the given reaction. (1) Given the reactants [CH3:1][N:2]1[C:6]([C:7]2[S:8][C:9]3[N:10]=[CH:11][N:12]=[C:13](S(C)(=O)=O)[C:14]=3[N:15]=2)=[C:5]([C:20]2[CH:25]=[CH:24][CH:23]=[CH:22][CH:21]=2)[N:4]=[C:3]1[C:26]1[CH:31]=[CH:30][CH:29]=[CH:28][CH:27]=1.C[N:33]1C(C2SC3N=CN=C(S(C)(=O)=O)C=3C=2)=C(C2C=CC=CC=2)N=C1, predict the reaction product. The product is: [CH3:1][N:2]1[C:6]([C:7]2[S:8][C:9]3[N:10]=[CH:11][N:12]=[C:13]([NH2:33])[C:14]=3[N:15]=2)=[C:5]([C:20]2[CH:25]=[CH:24][CH:23]=[CH:22][CH:21]=2)[N:4]=[C:3]1[C:26]1[CH:31]=[CH:30][CH:29]=[CH:28][CH:27]=1. (2) Given the reactants [Br:1][CH2:2][C:3](Br)=[O:4].CC1C=CC(S(O)(=O)=O)=CC=1.[F:17][C:18]1([F:25])[CH2:22][NH:21][C@H:20]([C:23]#[N:24])[CH2:19]1.C(N(CC)CC)C, predict the reaction product. The product is: [Br:1][CH2:2][C:3]([N:21]1[CH2:22][C:18]([F:25])([F:17])[CH2:19][C@H:20]1[C:23]#[N:24])=[O:4]. (3) The product is: [CH3:14][O:13][C:12]1[CH:11]=[C:10]2[C:5](=[CH:4][C:3]=1[O:2][CH3:1])[C:6]([O:15][C:16]1[CH:21]=[CH:20][C:19]([C:22]3[N:23]=[CH:24][C:25]([N:28]([CH2:39][CH2:40][CH:41]([CH3:43])[CH3:42])[C:29]4[CH:34]=[CH:33][CH:32]=[CH:31][CH:30]=4)=[CH:26][N:27]=3)=[CH:18][C:17]=1[F:35])=[CH:7][CH:8]=[CH:44]2. Given the reactants [CH3:1][O:2][C:3]1[CH:4]=[C:5]2[C:10](=[CH:11][C:12]=1[O:13][CH3:14])N=[CH:8][CH:7]=[C:6]2[O:15][C:16]1[CH:21]=[CH:20][C:19]([C:22]2[N:27]=[CH:26][C:25]([NH:28][C:29]3[CH:34]=[CH:33][CH:32]=[CH:31][CH:30]=3)=[CH:24][N:23]=2)=[CH:18][C:17]=1[F:35].[H-].[Na+].Br[CH2:39][CH2:40][CH:41]([CH3:43])[CH3:42].[CH2:44]1COCC1, predict the reaction product. (4) Given the reactants [F:1][C:2]([F:31])([F:30])[C:3]1[CH:4]=[C:5]([C:13]2[N:17]=[CH:16][N:15](/[CH:18]=[CH:19]\[C:20]([NH:22][NH:23][C:24]3[CH:29]=[CH:28][N:27]=[CH:26][CH:25]=3)=[O:21])[N:14]=2)[CH:6]=[C:7]([C:9]([F:12])([F:11])[F:10])[CH:8]=1.[ClH:32], predict the reaction product. The product is: [ClH:32].[F:12][C:9]([F:10])([F:11])[C:7]1[CH:6]=[C:5]([C:13]2[N:17]=[CH:16][N:15](/[CH:18]=[CH:19]\[C:20]([NH:22][NH:23][C:24]3[CH:29]=[CH:28][N:27]=[CH:26][CH:25]=3)=[O:21])[N:14]=2)[CH:4]=[C:3]([C:2]([F:1])([F:30])[F:31])[CH:8]=1. (5) Given the reactants [Li]CCCC.CC1(C)CCCC(C)(C)N1.[Cl:16][C:17]1[CH:18]=[C:19]([CH:23]=[CH:24][CH:25]=1)[C:20]([OH:22])=[O:21].O=[C:27]1[CH2:32][CH2:31][N:30]([C:33]([O:35][C:36]([CH3:39])([CH3:38])[CH3:37])=[O:34])[CH2:29][CH2:28]1, predict the reaction product. The product is: [Cl:16][C:17]1[CH:25]=[CH:24][CH:23]=[C:19]2[C:18]=1[C:27]1([CH2:32][CH2:31][N:30]([C:33]([O:35][C:36]([CH3:39])([CH3:38])[CH3:37])=[O:34])[CH2:29][CH2:28]1)[O:21][C:20]2=[O:22]. (6) Given the reactants [CH:1]1([NH:4][C:5]2[C:6]([NH2:12])=[CH:7][CH:8]=[C:9]([F:11])[CH:10]=2)[CH2:3][CH2:2]1.[C:13]([O:17][C:18]([NH:20][C@@H:21]([CH3:25])[C:22](O)=[O:23])=[O:19])([CH3:16])([CH3:15])[CH3:14].C1C=NC2N(O)N=NC=2C=1.CN1CCOCC1.Cl.CN(C)CCCN=C=NCC, predict the reaction product. The product is: [C:13]([O:17][C:18](=[O:19])[NH:20][C@H:21]([C:22](=[O:23])[NH:12][C:6]1[CH:7]=[CH:8][C:9]([F:11])=[CH:10][C:5]=1[NH:4][CH:1]1[CH2:3][CH2:2]1)[CH3:25])([CH3:14])([CH3:15])[CH3:16]. (7) Given the reactants [NH2:1][C:2]1[N:6]([CH:7]2[CH2:12][CH2:11][O:10][CH2:9][CH2:8]2)[N:5]=[CH:4][C:3]=1[C:13]#[N:14].[OH:15]O.N, predict the reaction product. The product is: [NH2:1][C:2]1[N:6]([CH:7]2[CH2:8][CH2:9][O:10][CH2:11][CH2:12]2)[N:5]=[CH:4][C:3]=1[C:13]([NH2:14])=[O:15]. (8) The product is: [Br:1][C:2]1[CH:8]=[C:7]([C:9]2[N:10]=[CH:11][O:12][CH:13]=2)[C:6]([O:14][CH3:15])=[CH:5][C:3]=1[N:4]([CH2:19][C:20]1[CH:25]=[CH:24][C:23]([O:26][CH3:27])=[CH:22][CH:21]=1)[CH2:19][C:20]1[CH:25]=[CH:24][C:23]([O:26][CH3:27])=[CH:22][CH:21]=1. Given the reactants [Br:1][C:2]1[CH:8]=[C:7]([C:9]2[N:10]=[CH:11][O:12][CH:13]=2)[C:6]([O:14][CH3:15])=[CH:5][C:3]=1[NH2:4].[H-].[Na+].Cl[CH2:19][C:20]1[CH:25]=[CH:24][C:23]([O:26][CH3:27])=[CH:22][CH:21]=1, predict the reaction product. (9) Given the reactants C(N(C(C)C)C(C)C)C.[F:10][C:11]1[CH:16]=[CH:15][C:14]([C:17]2[O:42][C:20]3=[N:21][C:22]([CH2:36][CH2:37][C:38]([F:41])([F:40])[F:39])=[C:23]([C:25]4[CH:26]=[N:27][C:28]([O:34][CH3:35])=[C:29]([CH:33]=4)[C:30](O)=[O:31])[CH:24]=[C:19]3[C:18]=2[C:43](=[O:46])[NH:44][CH3:45])=[CH:13][CH:12]=1.CN(C(ON1N=NC2C=CC=NC1=2)=[N+](C)C)C.F[P-](F)(F)(F)(F)F.Cl.[O:72]1[CH:76]=[N:75][C:74]([C:77]([NH2:80])([CH3:79])[CH3:78])=[N:73]1, predict the reaction product. The product is: [F:10][C:11]1[CH:16]=[CH:15][C:14]([C:17]2[O:42][C:20]3=[N:21][C:22]([CH2:36][CH2:37][C:38]([F:40])([F:41])[F:39])=[C:23]([C:25]4[CH:33]=[C:29]([C:30]([NH:80][C:77]([C:74]5[N:75]=[CH:76][O:72][N:73]=5)([CH3:79])[CH3:78])=[O:31])[C:28]([O:34][CH3:35])=[N:27][CH:26]=4)[CH:24]=[C:19]3[C:18]=2[C:43](=[O:46])[NH:44][CH3:45])=[CH:13][CH:12]=1.